Dataset: Forward reaction prediction with 1.9M reactions from USPTO patents (1976-2016). Task: Predict the product of the given reaction. (1) Given the reactants [OH:1][C:2]1[CH:3]=[C:4]2[C:22](=[CH:23][CH:24]=1)[C:7]1([O:12][CH2:11][CH2:10][N:9]([CH2:13][CH2:14][C:15]([O:17][C:18]([CH3:21])([CH3:20])[CH3:19])=[O:16])[CH2:8]1)[CH2:6][CH2:5]2.C([O-])([O-])=O.[K+].[K+].[Cl:31][C:32]1[CH:39]=[CH:38][CH:37]=[C:36]([Cl:40])[C:33]=1[CH2:34]Br, predict the reaction product. The product is: [Cl:31][C:32]1[CH:39]=[CH:38][CH:37]=[C:36]([Cl:40])[C:33]=1[CH2:34][O:1][C:2]1[CH:3]=[C:4]2[C:22](=[CH:23][CH:24]=1)[C:7]1([O:12][CH2:11][CH2:10][N:9]([CH2:13][CH2:14][C:15]([O:17][C:18]([CH3:20])([CH3:21])[CH3:19])=[O:16])[CH2:8]1)[CH2:6][CH2:5]2. (2) Given the reactants [CH3:1][N:2]([CH3:15])[C:3]1[C:12]2[C:7](=[CH:8][CH:9]=[C:10]([NH2:13])[CH:11]=2)[N:6]=[C:5]([CH3:14])[CH:4]=1.[Cl:16][C:17]1[N:22]=[C:21](Cl)[N:20]=[C:19]([Cl:24])[N:18]=1.C(=O)([O-])[O-].[K+].[K+], predict the reaction product. The product is: [Cl:16][C:17]1[N:18]=[C:19]([Cl:24])[N:20]=[C:21]([NH:13][C:10]2[CH:11]=[C:12]3[C:7](=[CH:8][CH:9]=2)[N:6]=[C:5]([CH3:14])[CH:4]=[C:3]3[N:2]([CH3:15])[CH3:1])[N:22]=1.